Dataset: Full USPTO retrosynthesis dataset with 1.9M reactions from patents (1976-2016). Task: Predict the reactants needed to synthesize the given product. (1) Given the product [CH3:45][N:42]1[CH2:43][CH2:44][N:39]([NH:38][CH2:2][C:3]2[CH:31]=[CH:30][C:6]([C:7]([NH:9][C:10]3[CH:15]=[C:14]([NH:16][C:17]4[N:22]=[C:21]([C:23]5[CH:24]=[N:25][CH:26]=[CH:27][CH:28]=5)[CH:20]=[CH:19][N:18]=4)[CH:13]=[CH:12][C:11]=3[CH3:29])=[O:8])=[CH:5][CH:4]=2)[CH2:40][CH2:41]1, predict the reactants needed to synthesize it. The reactants are: Cl[CH2:2][C:3]1[CH:31]=[CH:30][C:6]([C:7]([NH:9][C:10]2[C:11]([CH3:29])=[CH:12][CH:13]=[C:14]([NH:16][C:17]3[N:22]=[C:21]([C:23]4[CH:24]=[N:25][CH:26]=[CH:27][CH:28]=4)[CH:20]=[CH:19][N:18]=3)[CH:15]=2)=[O:8])=[CH:5][CH:4]=1.N1C=CC=CC=1.[NH2:38][N:39]1[CH2:44][CH2:43][N:42]([CH3:45])[CH2:41][CH2:40]1. (2) Given the product [Cl:19][C:14]1[CH:13]=[C:12]([CH:17]=[CH:16][C:15]=1[Cl:18])[O:11][CH:8]1[CH2:9][CH2:10][N:5]([CH2:4][C@H:3]([OH:20])[CH2:2][NH:1][C:31]([C:27]2[CH:26]=[C:25]3[C:30](=[CH:29][CH:28]=2)[N:21]=[CH:22][CH:23]=[CH:24]3)=[O:32])[CH2:6][CH2:7]1, predict the reactants needed to synthesize it. The reactants are: [NH2:1][CH2:2][C@@H:3]([OH:20])[CH2:4][N:5]1[CH2:10][CH2:9][CH:8]([O:11][C:12]2[CH:17]=[CH:16][C:15]([Cl:18])=[C:14]([Cl:19])[CH:13]=2)[CH2:7][CH2:6]1.[N:21]1[C:30]2[C:25](=[CH:26][C:27]([C:31](O)=[O:32])=[CH:28][CH:29]=2)[CH:24]=[CH:23][CH:22]=1. (3) Given the product [CH2:1]([O:3][C:4](=[O:16])[CH2:5][C:6]1[C:11]([F:12])=[C:10]([NH:20][CH2:19][C:18]([F:27])([F:17])[C:21]2[CH:26]=[CH:25][CH:24]=[CH:23][N:22]=2)[N:9]=[C:8]([F:14])[C:7]=1[Cl:15])[CH3:2], predict the reactants needed to synthesize it. The reactants are: [CH2:1]([O:3][C:4](=[O:16])[CH2:5][C:6]1[C:11]([F:12])=[C:10](F)[N:9]=[C:8]([F:14])[C:7]=1[Cl:15])[CH3:2].[F:17][C:18]([F:27])([C:21]1[CH:26]=[CH:25][CH:24]=[CH:23][N:22]=1)[CH2:19][NH2:20].C([O-])([O-])=O.[Ca+2]. (4) Given the product [OH:1][C:2]1[CH:11]=[C:10]([C:12]2[N:16]3[N:17]=[CH:18][CH:19]=[C:20]([N:21]4[CH2:22][CH2:23][O:24][CH2:25][CH2:26]4)[C:15]3=[N:14][C:13]=2/[CH:27]=[CH:28]/[C:29]2[CH:38]=[CH:37][C:36]3[C:31](=[CH:32][CH:33]=[CH:34][CH:35]=3)[N:30]=2)[CH:9]=[CH:8][C:3]=1[C:4]([OH:6])=[O:5], predict the reactants needed to synthesize it. The reactants are: [OH:1][C:2]1[CH:11]=[C:10]([C:12]2[N:16]3[N:17]=[CH:18][CH:19]=[C:20]([N:21]4[CH2:26][CH2:25][O:24][CH2:23][CH2:22]4)[C:15]3=[N:14][C:13]=2/[CH:27]=[CH:28]/[C:29]2[CH:38]=[CH:37][C:36]3[C:31](=[CH:32][CH:33]=[CH:34][CH:35]=3)[N:30]=2)[CH:9]=[CH:8][C:3]=1[C:4]([O:6]C)=[O:5].[Li+].[OH-].O.Cl. (5) Given the product [Cl:16][C:6]1[CH:5]=[CH:4][N:3]=[C:2]([CH2:26][OH:27])[C:7]=1[CH2:8][O:9][CH:10]1[CH2:15][CH2:14][CH2:13][CH2:12][O:11]1, predict the reactants needed to synthesize it. The reactants are: Cl[C:2]1[C:7]([CH2:8][O:9][CH:10]2[CH2:15][CH2:14][CH2:13][CH2:12][O:11]2)=[C:6]([Cl:16])[CH:5]=[CH:4][N:3]=1.CC1C=CN=C(C=C)C=1[CH2:26][O:27]C1CCCCO1.CC1C=CN=C(CO)C=1COC1CCCCO1.